Dataset: Forward reaction prediction with 1.9M reactions from USPTO patents (1976-2016). Task: Predict the product of the given reaction. (1) Given the reactants C(NC(C)C)(C)C.[Cl:8][C:9]1[CH:17]=[C:16](I)[C:12]2[O:13][CH2:14][O:15][C:11]=2[C:10]=1[NH2:19].[CH2:20]([O:23][CH3:24])[C:21]#[CH:22], predict the reaction product. The product is: [Cl:8][C:9]1[CH:17]=[C:16]([C:22]#[C:21][CH2:20][O:23][CH3:24])[C:12]2[O:13][CH2:14][O:15][C:11]=2[C:10]=1[NH2:19]. (2) Given the reactants [Si:1]([O:8][CH2:9][CH2:10][CH2:11][N:12]([CH2:47][CH2:48][CH3:49])[C:13]([C:15]1=[CH:16][C:17]2[CH:33]=[CH:32][C:31]([C:34]3[CH:39]=[CH:38][C:37]([C:40]([N:42]4[CH2:46][CH2:45][CH2:44][CH2:43]4)=[O:41])=[CH:36][CH:35]=3)=[CH:30][C:18]=2[N:19]=[C:20]([NH:22][C:23](=O)OC(C)(C)C)[CH2:21]1)=[O:14])([C:4]([CH3:7])([CH3:6])[CH3:5])([CH3:3])[CH3:2].CN, predict the reaction product. The product is: [Si:1]([O:8][CH2:9][CH2:10][CH2:11][N:12]([CH2:47][CH2:48][CH3:49])[C:13]([C:15]1=[CH:16][C:17]2[CH:33]=[CH:32][C:31]([C:34]3[CH:39]=[CH:38][C:37]([C:40]([N:42]4[CH2:43][CH2:44][CH2:45][CH2:46]4)=[O:41])=[CH:36][CH:35]=3)=[CH:30][C:18]=2[N:19]=[C:20]([NH:22][CH3:23])[CH2:21]1)=[O:14])([C:4]([CH3:7])([CH3:5])[CH3:6])([CH3:2])[CH3:3]. (3) Given the reactants [CH2:1]([O:8][C:9]1[CH:14]=[C:13]([Cl:15])[C:12]([CH2:16]O)=[C:11]([Cl:18])[CH:10]=1)[C:2]1[CH:7]=[CH:6][CH:5]=[CH:4][CH:3]=1.P(Br)(Br)[Br:20], predict the reaction product. The product is: [CH2:1]([O:8][C:9]1[CH:14]=[C:13]([Cl:15])[C:12]([CH2:16][Br:20])=[C:11]([Cl:18])[CH:10]=1)[C:2]1[CH:7]=[CH:6][CH:5]=[CH:4][CH:3]=1. (4) The product is: [C:19]([C:7]1[C:5]2[N:6]=[C:2]([CH2:31][NH:32][CH2:33][CH2:34][C:35]([O:37][CH2:38][CH3:39])=[O:36])[O:3][C:4]=2[C:10]([F:11])=[C:9]([C:12]2[CH:17]=[CH:16][CH:15]=[CH:14][CH:13]=2)[C:8]=1[CH3:18])#[N:20]. Given the reactants Cl[C:2]1[O:3][C:4]2[C:5](=[C:7]([C:19]#[N:20])[C:8]([CH3:18])=[C:9]([C:12]3[CH:17]=[CH:16][CH:15]=[CH:14][CH:13]=3)[C:10]=2[F:11])[N:6]=1.C(N(C(C)C)CC)(C)C.Cl.[CH3:31][NH:32][CH2:33][CH2:34][C:35]([O:37][CH2:38][CH3:39])=[O:36], predict the reaction product. (5) Given the reactants C(OC([N:8]1[CH2:13][CH2:12][N:11]([C:14]2[CH:42]=[CH:41][C:17]3[S:18][C:19]([S:22]([N:25]4[CH2:30][CH2:29][N:28]([C:31]5[C:36]([C:37]([F:40])([F:39])[F:38])=[CH:35][CH:34]=[CH:33][N:32]=5)[CH2:27][CH2:26]4)(=[O:24])=[O:23])=[C:20]([CH3:21])[C:16]=3[CH:15]=2)[CH2:10][CH2:9]1)=O)(C)(C)C.C(O)(C(F)(F)F)=O, predict the reaction product. The product is: [CH3:21][C:20]1[C:16]2[CH:15]=[C:14]([N:11]3[CH2:12][CH2:13][NH:8][CH2:9][CH2:10]3)[CH:42]=[CH:41][C:17]=2[S:18][C:19]=1[S:22]([N:25]1[CH2:30][CH2:29][N:28]([C:31]2[C:36]([C:37]([F:39])([F:38])[F:40])=[CH:35][CH:34]=[CH:33][N:32]=2)[CH2:27][CH2:26]1)(=[O:24])=[O:23]. (6) Given the reactants [C:1]([C:3]1[CH:8]=[CH:7][C:6]([O:9][CH3:10])=[CH:5][CH:4]=1)#[CH:2].[CH3:11][O:12][C:13]1[CH:14]=[C:15]([N:23]=[N+:24]=[N-:25])[CH:16]=[C:17]([O:21][CH3:22])[C:18]=1[O:19][CH3:20], predict the reaction product. The product is: [CH3:11][O:12][C:13]1[CH:14]=[C:15]([N:23]2[C:1]([C:3]3[CH:8]=[CH:7][C:6]([O:9][CH3:10])=[CH:5][CH:4]=3)=[CH:2][N:25]=[N:24]2)[CH:16]=[C:17]([O:21][CH3:22])[C:18]=1[O:19][CH3:20]. (7) Given the reactants [C:1]([N:5]1[CH:9]=[C:8]2[O:10][C:11]3([CH2:31][C:32](=[O:33])[C:7]2=[N:6]1)[CH2:16][CH2:15][N:14]([C:17](=[O:30])[C:18]1[CH:23]=[CH:22][C:21]([O:24][CH:25]([CH3:27])[CH3:26])=[C:20]([O:28][CH3:29])[CH:19]=1)[CH2:13][CH2:12]3)([CH3:4])([CH3:3])[CH3:2].[BH4-].[Na+], predict the reaction product. The product is: [C:1]([N:5]1[CH:9]=[C:8]2[O:10][C:11]3([CH2:31][CH:32]([OH:33])[C:7]2=[N:6]1)[CH2:16][CH2:15][N:14]([C:17]([C:18]1[CH:23]=[CH:22][C:21]([O:24][CH:25]([CH3:26])[CH3:27])=[C:20]([O:28][CH3:29])[CH:19]=1)=[O:30])[CH2:13][CH2:12]3)([CH3:2])([CH3:4])[CH3:3]. (8) Given the reactants [Cl:1][C:2]1[CH:10]=[CH:9][C:5]([C:6]([OH:8])=O)=[C:4]([NH:11][C:12]2[CH:17]=[CH:16][C:15]([C:18]([N:20]3[CH2:25][CH2:24][O:23][CH2:22][CH2:21]3)=[O:19])=[CH:14][CH:13]=2)[N:3]=1.[NH4+].[OH-].C([N:30](C(C)C)C(C)C)C.CN(C(ON1N=NC2C=CC=NC1=2)=[N+](C)C)C.F[P-](F)(F)(F)(F)F, predict the reaction product. The product is: [Cl:1][C:2]1[CH:10]=[CH:9][C:5]([C:6]([NH2:30])=[O:8])=[C:4]([NH:11][C:12]2[CH:13]=[CH:14][C:15]([C:18]([N:20]3[CH2:25][CH2:24][O:23][CH2:22][CH2:21]3)=[O:19])=[CH:16][CH:17]=2)[N:3]=1. (9) Given the reactants [CH2:1]([N:3]1[C:7]2=[N:8][CH:9]=[C:10]([C:19]([OH:21])=O)[C:11]([NH:12][CH:13]3[CH2:18][CH2:17][O:16][CH2:15][CH2:14]3)=[C:6]2[CH:5]=[N:4]1)[CH3:2].[NH2:22][C:23]1([CH2:29][OH:30])[CH2:28][CH2:27][O:26][CH2:25][CH2:24]1.C(N1C2=NC=C(C(N[C@H](C3C=CC=CC=3)CO)=O)C(NC3CCOCC3)=C2C=N1)C, predict the reaction product. The product is: [CH2:1]([N:3]1[C:7]2=[N:8][CH:9]=[C:10]([C:19]([NH:22][C:23]3([CH2:29][OH:30])[CH2:28][CH2:27][O:26][CH2:25][CH2:24]3)=[O:21])[C:11]([NH:12][CH:13]3[CH2:14][CH2:15][O:16][CH2:17][CH2:18]3)=[C:6]2[CH:5]=[N:4]1)[CH3:2]. (10) Given the reactants [NH2:1][CH2:2][CH2:3][C:4]1([C:23]2[CH:28]=[CH:27][CH:26]=[CH:25][CH:24]=2)[N:8]([C:9](=[O:14])[C@@H:10]([O:12][CH3:13])[CH3:11])[N:7]=[C:6]([C:15]2[CH:20]=[C:19]([F:21])[CH:18]=[CH:17][C:16]=2[F:22])[S:5]1.[N:29]#[C:30]Br.C(N(CC)CC)C, predict the reaction product. The product is: [F:22][C:16]1[CH:17]=[CH:18][C:19]([F:21])=[CH:20][C:15]=1[C:6]1[S:5][C:4]([CH2:3][CH2:2][NH:1][C:30]#[N:29])([C:23]2[CH:24]=[CH:25][CH:26]=[CH:27][CH:28]=2)[N:8]([C:9](=[O:14])[C@@H:10]([O:12][CH3:13])[CH3:11])[N:7]=1.